From a dataset of Full USPTO retrosynthesis dataset with 1.9M reactions from patents (1976-2016). Predict the reactants needed to synthesize the given product. Given the product [NH2:14][C:13]1[C:5]2[C:6](=[CH:7][C:2]([Br:1])=[CH:3][C:4]=2[F:15])[NH:8][C:9]=1[C:10]([NH2:12])=[O:11], predict the reactants needed to synthesize it. The reactants are: [Br:1][C:2]1[CH:3]=[C:4]([F:15])[C:5]([C:13]#[N:14])=[C:6]([NH:8][CH2:9][C:10]([NH2:12])=[O:11])[CH:7]=1.CC[O-].[Na+].